From a dataset of Full USPTO retrosynthesis dataset with 1.9M reactions from patents (1976-2016). Predict the reactants needed to synthesize the given product. (1) Given the product [F:1][C:2]1[C:3]([C:28]2[N:29]=[CH:30][CH:31]=[CH:32][N:33]=2)=[C:4]([C:8]([N:10]2[C@@H:14]3[CH2:15][CH2:16][C@H:11]2[C@H:12]([N:17]([CH3:34])[C:18]2[CH:23]=[CH:22][C:21]([C:24]([F:27])([F:26])[F:25])=[CH:20][N:19]=2)[CH2:13]3)=[O:9])[CH:5]=[CH:6][CH:7]=1, predict the reactants needed to synthesize it. The reactants are: [F:1][C:2]1[C:3]([C:28]2[N:33]=[CH:32][CH:31]=[CH:30][N:29]=2)=[C:4]([C:8]([N:10]2[C@@H:14]3[CH2:15][CH2:16][C@H:11]2[C@H:12]([NH:17][C:18]2[CH:23]=[CH:22][C:21]([C:24]([F:27])([F:26])[F:25])=[CH:20][N:19]=2)[CH2:13]3)=[O:9])[CH:5]=[CH:6][CH:7]=1.[CH3:34]C(C)([O-])C.[Na+].IC. (2) Given the product [N:1]([CH:4]1[CH:10]([F:32])[CH2:9][CH2:8][N:7]([C:12]([O:14][CH2:15][C:16]2[CH:21]=[CH:20][CH:19]=[CH:18][CH:17]=2)=[O:13])[CH2:6][CH2:5]1)=[N+:2]=[N-:3], predict the reactants needed to synthesize it. The reactants are: [N:1]([CH:4]1[CH:10](O)[CH2:9][CH2:8][N:7]([C:12]([O:14][CH2:15][C:16]2[CH:21]=[CH:20][CH:19]=[CH:18][CH:17]=2)=[O:13])[CH2:6][CH2:5]1)=[N+:2]=[N-:3].COCCN(S(F)(F)[F:32])CCOC.C([O-])(O)=O.[Na+]. (3) Given the product [O:20]1[C:19]2([CH2:24][CH2:25][CH:16]([CH:14]=[O:13])[CH2:17][CH2:18]2)[O:23][CH2:22][CH2:21]1, predict the reactants needed to synthesize it. The reactants are: [H-].C([Al+]CC(C)C)C(C)C.C([O:13][C:14]([CH:16]1[CH2:25][CH2:24][C:19]2([O:23][CH2:22][CH2:21][O:20]2)[CH2:18][CH2:17]1)=O)C.C1(C)C=CC=CC=1.